This data is from NCI-60 drug combinations with 297,098 pairs across 59 cell lines. The task is: Regression. Given two drug SMILES strings and cell line genomic features, predict the synergy score measuring deviation from expected non-interaction effect. (1) Drug 1: CN1C2=C(C=C(C=C2)N(CCCl)CCCl)N=C1CCCC(=O)O.Cl. Drug 2: C1CN(P(=O)(OC1)NCCCl)CCCl. Cell line: A549. Synergy scores: CSS=1.65, Synergy_ZIP=-0.347, Synergy_Bliss=0.388, Synergy_Loewe=0.710, Synergy_HSA=-0.145. (2) Drug 1: C1=C(C(=O)NC(=O)N1)N(CCCl)CCCl. Drug 2: CCCCCOC(=O)NC1=NC(=O)N(C=C1F)C2C(C(C(O2)C)O)O. Cell line: SN12C. Synergy scores: CSS=42.4, Synergy_ZIP=4.53, Synergy_Bliss=3.95, Synergy_Loewe=-11.0, Synergy_HSA=5.23. (3) Drug 1: C1C(C(OC1N2C=C(C(=O)NC2=O)F)CO)O. Drug 2: CCC1(CC2CC(C3=C(CCN(C2)C1)C4=CC=CC=C4N3)(C5=C(C=C6C(=C5)C78CCN9C7C(C=CC9)(C(C(C8N6C=O)(C(=O)OC)O)OC(=O)C)CC)OC)C(=O)OC)O.OS(=O)(=O)O. Cell line: SK-MEL-5. Synergy scores: CSS=29.9, Synergy_ZIP=-3.77, Synergy_Bliss=0.685, Synergy_Loewe=-3.66, Synergy_HSA=0.709. (4) Synergy scores: CSS=23.1, Synergy_ZIP=-5.22, Synergy_Bliss=0.534, Synergy_Loewe=-16.3, Synergy_HSA=0.163. Cell line: UACC-257. Drug 2: CCC1=C2CN3C(=CC4=C(C3=O)COC(=O)C4(CC)O)C2=NC5=C1C=C(C=C5)O. Drug 1: CC(CN1CC(=O)NC(=O)C1)N2CC(=O)NC(=O)C2. (5) Drug 1: C1CC2CC3=C(CC1C24CN(S(=O)(=O)N4)CC(F)(F)F)C=CC(=C3)C=CCN5CCC(CC5)C(F)(F)F. Drug 2: C1CC(C1)(C2=CC=C(C=C2)C3=C(C=C4C(=N3)C=CN5C4=NNC5=O)C6=CC=CC=C6)N. Cell line: HT29. Synergy scores: CSS=80.5, Synergy_ZIP=8.72, Synergy_Bliss=9.65, Synergy_Loewe=13.6, Synergy_HSA=17.8. (6) Drug 1: CCC1=CC2CC(C3=C(CN(C2)C1)C4=CC=CC=C4N3)(C5=C(C=C6C(=C5)C78CCN9C7C(C=CC9)(C(C(C8N6C)(C(=O)OC)O)OC(=O)C)CC)OC)C(=O)OC.C(C(C(=O)O)O)(C(=O)O)O. Drug 2: C1=CN(C(=O)N=C1N)C2C(C(C(O2)CO)O)O.Cl. Cell line: LOX IMVI. Synergy scores: CSS=52.4, Synergy_ZIP=-5.98, Synergy_Bliss=-0.0940, Synergy_Loewe=-0.183, Synergy_HSA=4.04.